This data is from Forward reaction prediction with 1.9M reactions from USPTO patents (1976-2016). The task is: Predict the product of the given reaction. Given the reactants [C:1]([N:8]1[CH2:13][CH2:12][CH:11]([O:14][C:15]2[CH:20]=[C:19]([C:21]([F:24])([F:23])[F:22])[CH:18]=[C:17]([NH2:25])[CH:16]=2)[CH2:10][CH2:9]1)([O:3][C:4]([CH3:7])([CH3:6])[CH3:5])=[O:2].C([O-])(O)=O.[Na+].[F:31][C:32]1[C:37]([C:38](Cl)=[O:39])=[CH:36][CH:35]=[CH:34][N:33]=1.CCOC(C)=O.CCCCCC, predict the reaction product. The product is: [C:1]([N:8]1[CH2:13][CH2:12][CH:11]([O:14][C:15]2[CH:20]=[C:19]([C:21]([F:24])([F:23])[F:22])[CH:18]=[C:17]([NH:25][C:38]([C:37]3[C:32]([F:31])=[N:33][CH:34]=[CH:35][CH:36]=3)=[O:39])[CH:16]=2)[CH2:10][CH2:9]1)([O:3][C:4]([CH3:7])([CH3:6])[CH3:5])=[O:2].